This data is from Full USPTO retrosynthesis dataset with 1.9M reactions from patents (1976-2016). The task is: Predict the reactants needed to synthesize the given product. (1) Given the product [Cl:22][C:23]1[C:31]([Cl:32])=[CH:30][CH:29]=[CH:28][C:24]=1[C:25]([NH:13][CH2:12][CH:11]([C:8]1[CH:7]=[N:6][C:5]([C:2]([F:1])([F:4])[CH3:3])=[N:10][CH:9]=1)[N:14]1[CH2:19][CH2:18][C:17]([F:20])([F:21])[CH2:16][CH2:15]1)=[O:26], predict the reactants needed to synthesize it. The reactants are: [F:1][C:2]([C:5]1[N:10]=[CH:9][C:8]([CH:11]([N:14]2[CH2:19][CH2:18][C:17]([F:21])([F:20])[CH2:16][CH2:15]2)[CH2:12][NH2:13])=[CH:7][N:6]=1)([F:4])[CH3:3].[Cl:22][C:23]1[C:31]([Cl:32])=[CH:30][CH:29]=[CH:28][C:24]=1[C:25](Cl)=[O:26].C1COCC1.CCN(C(C)C)C(C)C. (2) Given the product [F:35][C:30]1[CH:29]=[C:28]([C:22]2[CH:21]=[C:20]([CH2:19][C:44]3[CH:45]=[CH:46][C:41]([CH2:40][C:39]([O:38][CH2:36][CH3:37])=[O:50])=[CH:42][CH:43]=3)[CH:25]=[N:24][C:23]=2[O:26][CH3:27])[CH:33]=[CH:32][C:31]=1[F:34], predict the reactants needed to synthesize it. The reactants are: FC1C=CC(C2C=C(CO)C=NC=2OC)=CC=1.Cl[CH2:19][C:20]1[CH:21]=[C:22]([C:28]2[CH:33]=[CH:32][C:31]([F:34])=[C:30]([F:35])[CH:29]=2)[C:23]([O:26][CH3:27])=[N:24][CH:25]=1.[CH2:36]([O:38][C:39](=[O:50])[CH2:40][C:41]1[CH:46]=[CH:45][C:44](B(O)O)=[CH:43][CH:42]=1)[CH3:37]. (3) Given the product [Br:1][C:2]1[CH:7]=[C:6]([F:8])[CH:5]=[CH:4][C:3]=1[CH:9]1[C:10]([C:30]([O:32][CH2:33][CH3:34])=[O:31])=[C:11]([CH2:20][N:21]2[CH2:26][CH2:25][O:24][CH2:23][C@H:22]2[C:27](=[O:29])[N:37]([O:38][CH3:39])[CH3:36])[NH:12][C:13]([C:15]2[S:16][CH:17]=[CH:18][N:19]=2)=[N:14]1, predict the reactants needed to synthesize it. The reactants are: [Br:1][C:2]1[CH:7]=[C:6]([F:8])[CH:5]=[CH:4][C:3]=1[CH:9]1[N:14]=[C:13]([C:15]2[S:16][CH:17]=[CH:18][N:19]=2)[NH:12][C:11]([CH2:20][N:21]2[CH2:26][CH2:25][O:24][CH2:23][C@H:22]2[C:27]([OH:29])=O)=[C:10]1[C:30]([O:32][CH2:33][CH3:34])=[O:31].Cl.[CH3:36][NH:37][O:38][CH3:39]. (4) Given the product [CH2:25]([O:8][C:5]1[CH:6]=[CH:7][C:2]([Br:1])=[CH:3][C:4]=1[CH:9]([C:13]1[CH:14]=[CH:15][CH:16]=[CH:17][CH:18]=1)[CH2:10][CH2:11][OH:12])[C:26]1[CH:31]=[CH:30][CH:29]=[CH:28][CH:27]=1, predict the reactants needed to synthesize it. The reactants are: [Br:1][C:2]1[CH:7]=[CH:6][C:5]([OH:8])=[C:4]([CH:9]([C:13]2[CH:18]=[CH:17][CH:16]=[CH:15][CH:14]=2)[CH2:10][CH2:11][OH:12])[CH:3]=1.C(=O)([O-])[O-].[K+].[K+].[CH2:25](Br)[C:26]1[CH:31]=[CH:30][CH:29]=[CH:28][CH:27]=1.C(OC(C)C)(C)C. (5) Given the product [N:1]1([CH:5]2[CH2:10][CH2:9][CH:8]([NH:11][C:12](=[O:18])[O:13][C:14]([CH3:17])([CH3:16])[CH3:15])[CH2:7][CH2:6]2)[CH2:20][CH2:2][CH2:3][CH2:4]1, predict the reactants needed to synthesize it. The reactants are: [N:1]1([CH:5]2[CH2:10][CH2:9][CH:8]([NH:11][C:12](=[O:18])[O:13][C:14]([CH3:17])([CH3:16])[CH3:15])[CH2:7][CH2:6]2)[CH2:4][CH2:3][CH2:2]1.N1CCC[CH2:20]1. (6) Given the product [CH3:1][S:2]([O:32][CH2:31][CH2:30][CH2:29][CH2:28][CH2:27][O:26][CH2:25][CH2:24][CH2:23][O:22][CH2:16][CH2:17][CH2:18][CH2:19][CH2:20][CH3:21])(=[O:4])=[O:3], predict the reactants needed to synthesize it. The reactants are: [CH3:1][S:2](OCCCOCCCCCC)(=[O:4])=[O:3].[CH2:16]([O:22][CH2:23][CH2:24][CH2:25][O:26][CH2:27][CH2:28][CH2:29][CH2:30][CH2:31][OH:32])[CH2:17][CH2:18][CH2:19][CH2:20][CH3:21].CS(Cl)(=O)=O.C(Cl)Cl. (7) Given the product [F:16][C:3]1[C:4]([O:14][CH3:15])=[C:5]([C:6]([N:52]2[CH2:57][CH2:56][O:55][CH2:54][CH2:53]2)=[O:8])[C:10]([O:12][CH3:13])=[CH:11][C:2]=1[NH:1][C:64]1[N:69]=[C:68]([NH:70][CH3:71])[C:67]([C:72]([F:75])([F:73])[F:74])=[CH:66][N:65]=1, predict the reactants needed to synthesize it. The reactants are: [NH2:1][C:2]1[CH:11]=[C:10]([O:12][CH3:13])[C:5]([C:6]([O:8]C)=O)=[C:4]([O:14][CH3:15])[C:3]=1[F:16].[OH-].[Na+].CCN(C(C)C)C(C)C.CN(C(ON1N=NC2C=CC=NC1=2)=[N+](C)C)C.F[P-](F)(F)(F)(F)F.[NH:52]1[CH2:57][CH2:56][O:55][CH2:54][CH2:53]1.C(=O)(O)[O-].[Na+].Cl[C:64]1[N:69]=[C:68]([NH:70][CH3:71])[C:67]([C:72]([F:75])([F:74])[F:73])=[CH:66][N:65]=1.C1(C)C=CC(S(O)(=O)=O)=CC=1. (8) Given the product [CH:1]1([N:4]([CH:5]2[CH2:6][CH2:7][N:8]([C:11]3[O:15][N:14]=[C:13]([C:16]4[CH:21]=[CH:20][CH:19]=[CH:18][CH:17]=4)[N:12]=3)[CH2:9][CH2:10]2)[C:34]([C:31]2[CH:32]=[N:33][C:28]([C:25]3[CH:26]=[CH:27][N:22]=[CH:23][CH:24]=3)=[N:29][CH:30]=2)=[O:35])[CH2:3][CH2:2]1, predict the reactants needed to synthesize it. The reactants are: [CH:1]1([NH:4][CH:5]2[CH2:10][CH2:9][N:8]([C:11]3[O:15][N:14]=[C:13]([C:16]4[CH:21]=[CH:20][CH:19]=[CH:18][CH:17]=4)[N:12]=3)[CH2:7][CH2:6]2)[CH2:3][CH2:2]1.[N:22]1[CH:27]=[CH:26][C:25]([C:28]2[N:33]=[CH:32][C:31]([C:34](O)=[O:35])=[CH:30][N:29]=2)=[CH:24][CH:23]=1.